From a dataset of Forward reaction prediction with 1.9M reactions from USPTO patents (1976-2016). Predict the product of the given reaction. (1) Given the reactants [Br:1][C:2]1[C:3]([N:18]([CH3:23])[S:19]([CH3:22])(=[O:21])=[O:20])=[CH:4][C:5]2[O:9][C:8]([CH:10]=[N:11][OH:12])=[C:7]([C:13]([NH:15][CH3:16])=[O:14])[C:6]=2[CH:17]=1.C1C(=O)N([Cl:31])C(=O)C1, predict the reaction product. The product is: [Br:1][C:2]1[C:3]([N:18]([CH3:23])[S:19]([CH3:22])(=[O:20])=[O:21])=[CH:4][C:5]2[O:9][C:8]([C:10]([Cl:31])=[N:11][OH:12])=[C:7]([C:13](=[O:14])[NH:15][CH3:16])[C:6]=2[CH:17]=1. (2) The product is: [CH3:11][S:8]([C:5]1[CH:6]=[CH:7][C:2]([C:17]#[C:16][Si:13]([CH3:15])([CH3:14])[CH3:12])=[CH:3][CH:4]=1)(=[O:10])=[O:9]. Given the reactants Br[C:2]1[CH:7]=[CH:6][C:5]([S:8]([CH3:11])(=[O:10])=[O:9])=[CH:4][CH:3]=1.[CH3:12][Si:13]([C:16]#[CH:17])([CH3:15])[CH3:14], predict the reaction product. (3) Given the reactants C(Cl)(=O)C(Cl)=O.CS(C)=O.[CH3:11][O:12][C:13]1[CH:14]=[C:15]([CH2:30][C:31]([N:33]2[CH2:37][CH2:36][CH2:35][CH:34]2[CH2:38]O)=[O:32])[CH:16]=[CH:17][C:18]=1[NH:19][C:20]([NH:22][C:23]1[CH:28]=[CH:27][CH:26]=[CH:25][C:24]=1[CH3:29])=[O:21].C(N(CC)CC)C.[NH2:47][C@@H:48]1[CH2:53][CH2:52][C@H:51]([C:54]([O:56][CH2:57][C:58]2[CH:63]=[CH:62][CH:61]=[CH:60][CH:59]=2)=[O:55])[CH2:50][CH2:49]1.[BH-](OC(C)=O)(OC(C)=O)OC(C)=O.[Na+], predict the reaction product. The product is: [CH3:11][O:12][C:13]1[CH:14]=[C:15]([CH2:30][C:31]([N:33]2[CH2:37][CH2:36][CH2:35][CH:34]2[CH2:38][NH:47][C@@H:48]2[CH2:53][CH2:52][C@H:51]([C:54]([O:56][CH2:57][C:58]3[CH:59]=[CH:60][CH:61]=[CH:62][CH:63]=3)=[O:55])[CH2:50][CH2:49]2)=[O:32])[CH:16]=[CH:17][C:18]=1[NH:19][C:20]([NH:22][C:23]1[CH:28]=[CH:27][CH:26]=[CH:25][C:24]=1[CH3:29])=[O:21]. (4) Given the reactants [Br:1][C:2]1[CH:3]=[C:4]([NH:10][C:11]2[CH:12]=[C:13]3[C:18](=[CH:19][CH:20]=2)[CH2:17][NH:16][CH2:15][CH2:14]3)[C:5](=[O:9])[N:6]([CH3:8])[CH:7]=1.C=O.[BH3-][C:24]#N.[Na+], predict the reaction product. The product is: [Br:1][C:2]1[CH:3]=[C:4]([NH:10][C:11]2[CH:12]=[C:13]3[C:18](=[CH:19][CH:20]=2)[CH2:17][N:16]([CH3:24])[CH2:15][CH2:14]3)[C:5](=[O:9])[N:6]([CH3:8])[CH:7]=1. (5) Given the reactants Cl[C:2]1[C:7]2[C:8]3[CH2:14][CH2:13][CH2:12][CH2:11][C:9]=3[Se:10][C:6]=2[N:5]=[CH:4][N:3]=1.[NH2:15][C:16]1[CH:17]=[N:18][CH:19]=[C:20]([Br:22])[CH:21]=1.[OH-].[Na+].O, predict the reaction product. The product is: [Br:22][C:20]1[CH:21]=[C:16]([NH:15][C:2]2[C:7]3[C:8]4[CH2:14][CH2:13][CH2:12][CH2:11][C:9]=4[Se:10][C:6]=3[N:5]=[CH:4][N:3]=2)[CH:17]=[N:18][CH:19]=1. (6) Given the reactants CC1C=CC(S(O[CH2:12][C@H:13]2[CH2:18][CH2:17][C@@H:16]([O:19][CH2:20][C:21]3[CH:26]=[CH:25][CH:24]=[CH:23][CH:22]=3)[CH2:15][CH2:14]2)(=O)=O)=CC=1.[N-:27]=[N+:28]=[N-:29].[Na+], predict the reaction product. The product is: [N:27]([CH2:12][C@@H:13]1[CH2:18][CH2:17][C@H:16]([O:19][CH2:20][C:21]2[CH:26]=[CH:25][CH:24]=[CH:23][CH:22]=2)[CH2:15][CH2:14]1)=[N+:28]=[N-:29]. (7) Given the reactants C(Cl)(=O)C(Cl)=O.CS(C)=O.[OH:11][CH2:12][C:13]1[CH:18]=[CH:17][C:16]([S:19]([CH:22]2[CH2:28][CH2:27][CH2:26][CH2:25][N:24]([O:29][C:30]([C:43]3[CH:48]=[CH:47][CH:46]=[CH:45][CH:44]=3)([C:37]3[CH:42]=[CH:41][CH:40]=[CH:39][CH:38]=3)[C:31]3[CH:36]=[CH:35][CH:34]=[CH:33][CH:32]=3)[C:23]2=[O:49])(=[O:21])=[O:20])=[CH:15][CH:14]=1, predict the reaction product. The product is: [O:49]=[C:23]1[CH:22]([S:19]([C:16]2[CH:15]=[CH:14][C:13]([CH:12]=[O:11])=[CH:18][CH:17]=2)(=[O:21])=[O:20])[CH2:28][CH2:27][CH2:26][CH2:25][N:24]1[O:29][C:30]([C:43]1[CH:48]=[CH:47][CH:46]=[CH:45][CH:44]=1)([C:37]1[CH:38]=[CH:39][CH:40]=[CH:41][CH:42]=1)[C:31]1[CH:36]=[CH:35][CH:34]=[CH:33][CH:32]=1. (8) Given the reactants Br[C:2]1[CH:7]=[CH:6][C:5]([C:8]([C:19]2[CH:24]=[CH:23][CH:22]=[CH:21][CH:20]=2)=[C:9]2[CH2:14][C:13]([CH3:16])([CH3:15])[CH2:12][C:11]([CH3:18])([CH3:17])[CH2:10]2)=[CH:4][CH:3]=1.[CH3:25][C:26]1[C:30](B(O)O)=[C:29]([CH3:34])[O:28][N:27]=1.C([O-])([O-])=O.[Na+].[Na+].C1COCC1, predict the reaction product. The product is: [CH3:25][C:26]1[C:30]([C:2]2[CH:3]=[CH:4][C:5]([C:8]([C:19]3[CH:20]=[CH:21][CH:22]=[CH:23][CH:24]=3)=[C:9]3[CH2:10][C:11]([CH3:18])([CH3:17])[CH2:12][C:13]([CH3:15])([CH3:16])[CH2:14]3)=[CH:6][CH:7]=2)=[C:29]([CH3:34])[O:28][N:27]=1. (9) Given the reactants [O:1]1[C:5]2[CH:6]=[CH:7][C:8]([C:10]3([OH:17])[CH2:15][CH2:14][C:13](=O)[CH2:12][CH2:11]3)=[CH:9][C:4]=2[O:3][CH2:2]1.FC(F)(F)C(O)=O.[F:25][C:26]([F:52])([F:51])[C:27]1[CH:28]=[C:29]([CH:44]=[C:45]([C:47]([F:50])([F:49])[F:48])[CH:46]=1)[CH2:30][NH:31][C:32]([C:34]1([CH2:40][CH:41]([CH3:43])[CH3:42])[CH2:39][CH2:38][NH:37][CH2:36][CH2:35]1)=[O:33].C(N(CC)CC)C.C(O[BH-](OC(=O)C)OC(=O)C)(=O)C.[Na+], predict the reaction product. The product is: [O:1]1[C:5]2[CH:6]=[CH:7][C:8]([C:10]3([OH:17])[CH2:15][CH2:14][CH:13]([N:37]4[CH2:38][CH2:39][C:34]([CH2:40][CH:41]([CH3:43])[CH3:42])([C:32]([NH:31][CH2:30][C:29]5[CH:44]=[C:45]([C:47]([F:48])([F:49])[F:50])[CH:46]=[C:27]([C:26]([F:25])([F:51])[F:52])[CH:28]=5)=[O:33])[CH2:35][CH2:36]4)[CH2:12][CH2:11]3)=[CH:9][C:4]=2[O:3][CH2:2]1.